Dataset: Reaction yield outcomes from USPTO patents with 853,638 reactions. Task: Predict the reaction yield, written as a fraction of the theoretical maximum amount of product (1.0 means a 100% yield; for example, 0.34 means a 34% yield). (1) The reactants are [Cl:1][C:2]1[CH:7]=[CH:6][CH:5]=[C:4]([Cl:8])[C:3]=1[N:9]=[C:10]=S.[CH2:12]([O:14][C:15](=[O:32])[C:16]([C:21]1[CH:26]=[CH:25][C:24]([NH2:27])=[C:23]([NH:28][CH3:29])[C:22]=1[C:30]#[N:31])([CH3:20])[C:17](=[O:19])[CH3:18])[CH3:13]. The catalyst is C1COCC1. The product is [CH2:12]([O:14][C:15](=[O:32])[C:16]([C:21]1[CH:26]=[CH:25][C:24]2[N:27]=[C:10]([NH:9][C:3]3[C:2]([Cl:1])=[CH:7][CH:6]=[CH:5][C:4]=3[Cl:8])[N:28]([CH3:29])[C:23]=2[C:22]=1[C:30]#[N:31])([CH3:20])[C:17](=[O:19])[CH3:18])[CH3:13]. The yield is 0.540. (2) The reactants are [C:1]([O:5][CH:6]([C:11]1[N:15]([CH3:16])[N:14]=[C:13]([C:17]2[S:18][CH:19]=[CH:20][N:21]=2)[C:12]=1[C:22]1[CH:23]=[CH:24][C:25]2[O:30][CH2:29][CH2:28][CH2:27][C:26]=2[CH:31]=1)[C:7]([O:9]C)=[O:8])([CH3:4])([CH3:3])[CH3:2].[OH-].[K+]. The catalyst is C(O)C.O. The product is [C:1]([O:5][CH:6]([C:11]1[N:15]([CH3:16])[N:14]=[C:13]([C:17]2[S:18][CH:19]=[CH:20][N:21]=2)[C:12]=1[C:22]1[CH:23]=[CH:24][C:25]2[O:30][CH2:29][CH2:28][CH2:27][C:26]=2[CH:31]=1)[C:7]([OH:9])=[O:8])([CH3:4])([CH3:2])[CH3:3]. The yield is 0.930. (3) The reactants are [C:1]([C:5]1[CH:10]=[CH:9][C:8]([C:11]2[N:15]([CH3:16])[N:14]=[C:13]([C:17](=O)[CH3:18])[C:12]=2[OH:20])=[CH:7][CH:6]=1)([CH3:4])([CH3:3])[CH3:2].[NH:21]1[C:25]([C:26]2[CH:35]=[CH:34][C:29]([C:30]([NH:32][NH2:33])=[O:31])=[CH:28][CH:27]=2)=[N:24][N:23]=[N:22]1. The catalyst is CN(C)C=O. The product is [C:1]([C:5]1[CH:10]=[CH:9][C:8]([C:11]2[N:15]([CH3:16])[N:14]=[C:13]([C:17](=[N:33][NH:32][C:30](=[O:31])[C:29]3[CH:34]=[CH:35][C:26]([C:25]4[NH:24][N:23]=[N:22][N:21]=4)=[CH:27][CH:28]=3)[CH3:18])[C:12]=2[OH:20])=[CH:7][CH:6]=1)([CH3:4])([CH3:3])[CH3:2]. The yield is 0.130. (4) The reactants are [N+:1]([C:4]1[CH:5]=[C:6]2[C:10](=[CH:11][CH:12]=1)[NH:9][CH:8]=[C:7]2[C:13]1[CH2:22][CH2:21][C:16]2(OCC[O:17]2)[CH2:15][CH:14]=1)([O-:3])=[O:2].Cl. The catalyst is CC(C)=O. The product is [N+:1]([C:4]1[CH:5]=[C:6]2[C:10](=[CH:11][CH:12]=1)[NH:9][CH:8]=[C:7]2[C:13]1[CH2:22][CH2:21][C:16](=[O:17])[CH2:15][CH:14]=1)([O-:3])=[O:2]. The yield is 0.880. (5) The reactants are O1CCCC1.[C:6]([C:8]1[C:9]([NH2:14])=[N:10][CH:11]=[CH:12][CH:13]=1)#[CH:7].[F:15][C:16]1[CH:17]=[C:18]([CH:31]=[CH:32][CH:33]=1)[O:19][C:20]1[N:25]=[CH:24][C:23]([CH2:26][C:27](Cl)=[N:28][OH:29])=[CH:22][CH:21]=1.C(N(CC)CC)C. The catalyst is O. The product is [F:15][C:16]1[CH:17]=[C:18]([CH:31]=[CH:32][CH:33]=1)[O:19][C:20]1[N:25]=[CH:24][C:23]([CH2:26][C:27]2[CH:7]=[C:6]([C:8]3[C:9]([NH2:14])=[N:10][CH:11]=[CH:12][CH:13]=3)[O:29][N:28]=2)=[CH:22][CH:21]=1. The yield is 0.330. (6) The yield is 0.290. The catalyst is CS(C)=O. The reactants are [NH2:1][C:2]1[CH:7]=[CH:6][C:5]([CH2:8][C:9]([O:11][CH3:12])=[O:10])=[C:4]([Cl:13])[CH:3]=1.Cl[C:15]1[C:20]([N+:21]([O-:23])=[O:22])=[C:19]([CH3:24])[CH:18]=[C:17]([CH3:25])[N:16]=1.C(N(C(C)C)CC)(C)C.O. The product is [Cl:13][C:4]1[CH:3]=[C:2]([NH:1][C:15]2[C:20]([N+:21]([O-:23])=[O:22])=[C:19]([CH3:24])[CH:18]=[C:17]([CH3:25])[N:16]=2)[CH:7]=[CH:6][C:5]=1[CH2:8][C:9]([O:11][CH3:12])=[O:10].